From a dataset of Catalyst prediction with 721,799 reactions and 888 catalyst types from USPTO. Predict which catalyst facilitates the given reaction. (1) The catalyst class is: 1. Reactant: Br[C:2]1[CH:3]=[N:4][CH:5]=[N:6][CH:7]=1.[Li]CCCC.[CH:13]1([C:19]2([CH3:30])[C:23](=[O:24])[N:22]([CH2:25][CH:26]=[O:27])[C:21](=[O:28])[N:20]2[CH3:29])[CH2:18][CH2:17][CH2:16][CH2:15][CH2:14]1. Product: [CH:13]1([C:19]2([CH3:30])[N:20]([CH3:29])[C:21](=[O:28])[N:22]([CH2:25][CH:26]([OH:27])[C:2]3[CH:3]=[N:4][CH:5]=[N:6][CH:7]=3)[C:23]2=[O:24])[CH2:14][CH2:15][CH2:16][CH2:17][CH2:18]1. (2) Reactant: [N:1]1[NH:2][CH:3]=[C:4]2[C:9]=1[CH2:8][CH2:7][CH:6]=[C:5]2[C:10]1[CH:17]=[CH:16][C:13]([C:14]#[N:15])=[CH:12][CH:11]=1.C1COCC1. Product: [N:1]1[NH:2][CH:3]=[C:4]2[C:9]=1[CH2:8][CH2:7][CH2:6][CH:5]2[C:10]1[CH:11]=[CH:12][C:13]([C:14]#[N:15])=[CH:16][CH:17]=1. The catalyst class is: 43. (3) Product: [Cl:1][C:2]1[CH:10]=[C:9]([I:11])[C:5]2[O:6][CH2:7][O:8][C:4]=2[C:3]=1[NH:12][C:13]1[C:22]2[C:17](=[CH:18][C:19]([O:25][CH2:26][CH2:27][CH2:28][N:34]3[CH2:35][CH2:36][N:31]([CH3:30])[C:32](=[O:37])[CH2:33]3)=[C:20]([O:23][CH3:24])[CH:21]=2)[N:16]=[CH:15][N:14]=1.[Cl:1][C:2]1[CH:10]=[C:9]([I:11])[C:5]2[O:6][CH2:7][O:8][C:4]=2[C:3]=1[NH:12][C:13]1[C:22]2[C:17](=[CH:18][C:19]([O:25][CH2:26][CH2:27][CH2:28][Cl:29])=[C:20]([O:23][CH3:24])[CH:21]=2)[N:16]=[CH:15][N:14]=1. Reactant: [Cl:1][C:2]1[CH:10]=[C:9]([I:11])[C:5]2[O:6][CH2:7][O:8][C:4]=2[C:3]=1[NH:12][C:13]1[C:22]2[C:17](=[CH:18][C:19]([O:25][CH2:26][CH2:27][CH2:28][Cl:29])=[C:20]([O:23][CH3:24])[CH:21]=2)[N:16]=[CH:15][N:14]=1.[CH3:30][N:31]1[CH2:36][CH2:35][NH:34][CH2:33][C:32]1=[O:37]. The catalyst class is: 141. (4) Reactant: [CH:1]1([NH:4][C:5]([C:7]2[CH:12]=[CH:11][C:10]([CH2:13][NH:14]C(=O)OC(C)(C)C)=[CH:9][CH:8]=2)=[O:6])[CH2:3][CH2:2]1.CO.[ClH:24]. Product: [ClH:24].[NH2:14][CH2:13][C:10]1[CH:9]=[CH:8][C:7]([C:5]([NH:4][CH:1]2[CH2:3][CH2:2]2)=[O:6])=[CH:12][CH:11]=1. The catalyst class is: 12. (5) Reactant: C(O[C:6]([N:8]1[CH:13]2[CH2:14][CH2:15][CH:9]1[CH2:10][N:11]([C:16]1[N:21]=[CH:20][CH:19]=[CH:18][N:17]=1)[CH2:12]2)=[O:7])(C)(C)C.FC(F)(F)C1[CH:25]=[C:26]([C:30]2[CH:35]=[CH:34][C:33](C(O)=O)=[CH:32][CH:31]=2)[CH:27]=CC=1.[CH2:41](Cl)[CH2:42]Cl.[CH:45]1[CH:46]=CC2N(O)N=N[C:49]=2[CH:50]=1.Cl.O1CCOC[CH2:57]1. Product: [C:26]([C:30]1[CH:31]=[C:32]([C:42]2[CH:41]=[CH:49][C:50]([C:6]([N:8]3[CH:9]4[CH2:15][CH2:14][CH:13]3[CH2:12][N:11]([C:16]3[N:17]=[CH:18][CH:19]=[CH:20][N:21]=3)[CH2:10]4)=[O:7])=[CH:45][CH:46]=2)[CH:33]=[CH:34][CH:35]=1)([CH3:25])([CH3:27])[CH3:57]. The catalyst class is: 238.